The task is: Regression. Given a peptide amino acid sequence and an MHC pseudo amino acid sequence, predict their binding affinity value. This is MHC class I binding data.. This data is from Peptide-MHC class I binding affinity with 185,985 pairs from IEDB/IMGT. (1) The peptide sequence is TVAPPAPVY. The MHC is HLA-A03:01 with pseudo-sequence HLA-A03:01. The binding affinity (normalized) is 0.191. (2) The peptide sequence is YTKIVTNIL. The MHC is HLA-B53:01 with pseudo-sequence HLA-B53:01. The binding affinity (normalized) is 0.213. (3) The peptide sequence is KSSKYYIKN. The MHC is HLA-A03:01 with pseudo-sequence HLA-A03:01. The binding affinity (normalized) is 0. (4) The peptide sequence is FIAEIDHWI. The MHC is HLA-A02:06 with pseudo-sequence HLA-A02:06. The binding affinity (normalized) is 0.678. (5) The peptide sequence is YLWPGPVTV. The MHC is HLA-A02:01 with pseudo-sequence HLA-A02:01. The binding affinity (normalized) is 0.814. (6) The peptide sequence is MLKLRVDVF. The MHC is HLA-A29:02 with pseudo-sequence HLA-A29:02. The binding affinity (normalized) is 0.0847.